Task: Regression. Given two drug SMILES strings and cell line genomic features, predict the synergy score measuring deviation from expected non-interaction effect.. Dataset: NCI-60 drug combinations with 297,098 pairs across 59 cell lines Drug 1: CC12CCC3C(C1CCC2O)C(CC4=C3C=CC(=C4)O)CCCCCCCCCS(=O)CCCC(C(F)(F)F)(F)F. Drug 2: C1=CN(C=N1)CC(O)(P(=O)(O)O)P(=O)(O)O. Cell line: UACC-257. Synergy scores: CSS=-2.48, Synergy_ZIP=0.316, Synergy_Bliss=-1.85, Synergy_Loewe=-2.21, Synergy_HSA=-2.48.